From a dataset of Full USPTO retrosynthesis dataset with 1.9M reactions from patents (1976-2016). Predict the reactants needed to synthesize the given product. (1) Given the product [N:37]([CH2:2][CH2:3][CH2:4][S:5]([O:8][CH2:9][C:10]([CH3:36])([CH3:35])[C@@H:11]([O:27][CH2:28][C:29]1[CH:34]=[CH:33][CH:32]=[CH:31][CH:30]=1)[C:12]([O:14][CH2:15][CH2:16][O:17][C:18]([O:20][CH:21]1[CH2:26][CH2:25][CH2:24][CH2:23][CH2:22]1)=[O:19])=[O:13])(=[O:7])=[O:6])=[N+:38]=[N-:39], predict the reactants needed to synthesize it. The reactants are: Cl[CH2:2][CH2:3][CH2:4][S:5]([O:8][CH2:9][C:10]([CH3:36])([CH3:35])[C@@H:11]([O:27][CH2:28][C:29]1[CH:34]=[CH:33][CH:32]=[CH:31][CH:30]=1)[C:12]([O:14][CH2:15][CH2:16][O:17][C:18]([O:20][CH:21]1[CH2:26][CH2:25][CH2:24][CH2:23][CH2:22]1)=[O:19])=[O:13])(=[O:7])=[O:6].[N-:37]=[N+:38]=[N-:39].[Na+]. (2) Given the product [CH2:31]([O:30][C:28](=[O:29])[NH:26][S:23]([C:13]1[CH:14]=[CH:15][C:16]([O:18][C:19]([F:21])([F:22])[F:20])=[CH:17][C:12]=1[C:10]1[S:11][C:7]([CH2:6][N:1]2[CH:5]=[CH:4][N:3]=[CH:2]2)=[CH:8][N:9]=1)(=[O:24])=[O:25])[CH2:32][CH2:33][CH3:34], predict the reactants needed to synthesize it. The reactants are: [N:1]1([CH2:6][C:7]2[S:11][C:10]([C:12]3[CH:17]=[C:16]([O:18][C:19]([F:22])([F:21])[F:20])[CH:15]=[CH:14][C:13]=3[S:23]([NH2:26])(=[O:25])=[O:24])=[N:9][CH:8]=2)[CH:5]=[CH:4][N:3]=[CH:2]1.Cl[C:28]([O:30][CH2:31][CH2:32][CH2:33][CH3:34])=[O:29]. (3) The reactants are: [NH2:1][C@@H:2]([CH2:6][OH:7])[C@H:3]([CH3:5])[OH:4].N1C=CN=C1.[Si:13](Cl)([C:26]([CH3:29])([CH3:28])[CH3:27])([C:20]1[CH:25]=[CH:24][CH:23]=[CH:22][CH:21]=1)[C:14]1[CH:19]=[CH:18][CH:17]=[CH:16][CH:15]=1. Given the product [NH2:1][C@@H:2]([CH2:6][O:7][Si:13]([C:26]([CH3:29])([CH3:28])[CH3:27])([C:20]1[CH:21]=[CH:22][CH:23]=[CH:24][CH:25]=1)[C:14]1[CH:19]=[CH:18][CH:17]=[CH:16][CH:15]=1)[C@@H:3]([OH:4])[CH3:5], predict the reactants needed to synthesize it. (4) Given the product [CH2:22]([N:12]([CH2:11][C:8]1[CH:9]=[CH:10][C:5]([C:4]([O:3][CH3:2])=[O:13])=[CH:6][CH:7]=1)[CH2:14][CH2:18][CH3:19])[CH2:23][CH3:24], predict the reactants needed to synthesize it. The reactants are: Cl.[CH3:2][O:3][C:4](=[O:13])[C:5]1[CH:10]=[CH:9][C:8]([CH2:11][NH2:12])=[CH:7][CH:6]=1.[C:14]([BH3-])#N.[Na+].[C:18](O)(=O)[CH3:19].[CH:22](=O)[CH2:23][CH3:24]. (5) Given the product [CH3:29][O:30][C:31]1[CH:32]=[CH:33][C:34]([C:37]2[N:41]([CH3:42])[N:40]=[CH:39][C:38]=2/[CH:43]=[CH:26]\[C:27]([OH:28])=[O:47])=[CH:35][CH:36]=1, predict the reactants needed to synthesize it. The reactants are: C[Si]([N-][Si](C)(C)C)(C)C.[K+].C1[O:28][CH2:27][CH2:26]OCCOCCOCCOCCOC1.[CH3:29][O:30][C:31]1[CH:36]=[CH:35][C:34]([C:37]2[N:41]([CH3:42])[N:40]=[CH:39][C:38]=2[CH:43]=O)=[CH:33][CH:32]=1.[Cl-].[NH4+].[O:47]1CCCC1. (6) Given the product [NH2:20][C:9]1[CH:8]=[CH:7][C:6]([C:1]2[CH2:5][CH2:4][CH2:3][CH:2]=2)=[CH:11][C:10]=1[NH:12][C:13](=[O:19])[N:14]([CH3:18])[CH2:15][CH2:16][CH3:17], predict the reactants needed to synthesize it. The reactants are: [C:1]1([C:6]2[CH:7]=[CH:8][C:9]([N+:20]([O-])=O)=[C:10]([NH:12][C:13](=[O:19])[N:14]([CH3:18])[CH2:15][CH2:16][CH3:17])[CH:11]=2)[CH2:5][CH2:4][CH2:3][CH:2]=1.C([O-])=O.[NH4+]. (7) Given the product [CH:19]12[CH2:21][CH2:22][CH:16]([C:15]([C:11]3[N:10]=[C:9]4[N:8]([CH3:31])[C:7](=[O:32])[N:6]([CH2:5][CH:3]5[CH2:4][C:2]5([F:1])[F:33])[C:14]4=[CH:13][CH:12]=3)=[CH:20]1)[CH2:17][NH:18]2, predict the reactants needed to synthesize it. The reactants are: [F:1][C:2]1([F:33])[CH2:4][CH:3]1[CH2:5][N:6]1[C:14]2[C:9](=[N:10][C:11]([C:15]3[CH:16]4[CH2:22][CH2:21][CH:19]([CH:20]=3)[N:18](C3C=CC(OC)=CC=3)[CH2:17]4)=[CH:12][CH:13]=2)[N:8]([CH3:31])[C:7]1=[O:32].CC#N.OS(O)(=O)=O.I(O)(=O)(=O)=O.